From a dataset of Reaction yield outcomes from USPTO patents with 853,638 reactions. Predict the reaction yield, written as a fraction of the theoretical maximum amount of product (1.0 means a 100% yield; for example, 0.34 means a 34% yield). (1) The product is [NH2:12][C:13]1[C:14]([C:35]#[N:36])=[C:15]([CH3:34])[C:16]([C:28]2[CH:29]=[CH:30][CH:31]=[CH:32][CH:33]=2)=[C:17]([N:20]2[CH2:24][CH2:23][C@H:22]([N:25]([CH3:27])[CH3:26])[CH2:21]2)[C:18]=1[NH:19][C:1](=[O:6])[C:2]([CH3:5])([CH3:4])[CH3:3]. The reactants are [C:1](Cl)(=[O:6])[C:2]([CH3:5])([CH3:4])[CH3:3].C(Cl)(Cl)Cl.[NH2:12][C:13]1[C:18]([NH2:19])=[C:17]([N:20]2[CH2:24][CH2:23][C@H:22]([N:25]([CH3:27])[CH3:26])[CH2:21]2)[C:16]([C:28]2[CH:33]=[CH:32][CH:31]=[CH:30][CH:29]=2)=[C:15]([CH3:34])[C:14]=1[C:35]#[N:36]. The yield is 0.430. The catalyst is O. (2) The catalyst is C(Cl)Cl. The reactants are [Cl:1][C:2]1[N:3]=[C:4]2[CH:12]=[C:11]([Cl:13])[CH:10]=[N:9][C:5]2=[N:6][C:7]=1Cl.[CH3:14][N:15]1[CH:20]([CH3:21])[CH2:19][NH:18][CH2:17][CH:16]1[CH3:22].[NH4+].[Cl-]. The yield is 0.280. The product is [Cl:1][C:2]1[N:3]=[C:4]2[CH:12]=[C:11]([Cl:13])[CH:10]=[N:9][C:5]2=[N:6][C:7]=1[N:18]1[CH2:19][CH:20]([CH3:21])[N:15]([CH3:14])[CH:16]([CH3:22])[CH2:17]1. (3) The reactants are Br[CH2:2][CH2:3][O:4][CH2:5][CH2:6]Br.[Cl:8][C:9]1[N:14]=[C:13]([N:15]2[CH2:20][CH2:19][O:18][CH2:17][C@H:16]2[CH3:21])[CH:12]=[C:11]([CH2:22][S@:23]([CH3:25])=[O:24])[N:10]=1.[OH-].[Na+]. The catalyst is [Br-].C([N+](CCCCCCCC)(CCCCCCCC)CCCCCCCC)CCCCCCC.CN1C2C(N=C(N)NC=2NCC1CNC1C=CC(C(NC(C(O)=O)CCC(O)=O)=O)=CC=1)=O. The product is [Cl:8][C:9]1[N:14]=[C:13]([N:15]2[CH2:20][CH2:19][O:18][CH2:17][C@H:16]2[CH3:21])[CH:12]=[C:11]([C:22]2([S@:23]([CH3:25])=[O:24])[CH2:6][CH2:5][O:4][CH2:3][CH2:2]2)[N:10]=1. The yield is 0.650. (4) The reactants are Br[C:2]1[CH:9]=[CH:8][CH:7]=[CH:6][C:3]=1[CH:4]=[O:5].[CH3:10][S:11][C:12]1[CH:17]=[CH:16][C:15](B(O)O)=[CH:14][CH:13]=1.C(=O)([O-])[O-].[Na+].[Na+].C(O)C. The catalyst is C1(C)C=CC=CC=1.O. The product is [CH3:10][S:11][C:12]1[CH:17]=[CH:16][C:15]([C:2]2[CH:9]=[CH:8][CH:7]=[CH:6][C:3]=2[CH:4]=[O:5])=[CH:14][CH:13]=1. The yield is 0.960. (5) The reactants are Cl[CH:2]([C:14]1[CH:19]=[CH:18][CH:17]=[CH:16][CH:15]=1)[C:3]([C:5]1[C:13]2[C:8](=[CH:9][CH:10]=[CH:11][CH:12]=2)[NH:7][CH:6]=1)=[O:4].[F:20][C:21]1[CH:22]=[C:23]([CH:25]=[CH:26][C:27]=1[F:28])[NH2:24].CCN(C(C)C)C(C)C. The catalyst is CN(C=O)C. The product is [F:20][C:21]1[CH:22]=[C:23]([NH:24][CH:2]([C:14]2[CH:19]=[CH:18][CH:17]=[CH:16][CH:15]=2)[C:3]([C:5]2[C:13]3[C:8](=[CH:9][CH:10]=[CH:11][CH:12]=3)[NH:7][CH:6]=2)=[O:4])[CH:25]=[CH:26][C:27]=1[F:28]. The yield is 0.180. (6) The reactants are [Br:1][C:2]1[CH:3]=[CH:4][C:5](F)=[C:6](/[CH:8]=[N:9]/[NH:10][C:11]2[CH:16]=[CH:15][C:14]([F:17])=[CH:13][CH:12]=2)[CH:7]=1.C(=O)([O-])[O-].[Cs+].[Cs+].CS(C)=O. The catalyst is O. The product is [Br:1][C:2]1[CH:7]=[C:6]2[C:5](=[CH:4][CH:3]=1)[N:10]([C:11]1[CH:16]=[CH:15][C:14]([F:17])=[CH:13][CH:12]=1)[N:9]=[CH:8]2. The yield is 0.997.